Dataset: Experimentally validated miRNA-target interactions with 360,000+ pairs, plus equal number of negative samples. Task: Binary Classification. Given a miRNA mature sequence and a target amino acid sequence, predict their likelihood of interaction. The miRNA is hsa-miR-4680-3p with sequence UCUGAAUUGUAAGAGUUGUUA. The protein sequence of the target gene is MSVAIRKRSWEEHVTHWMGQPFNSDDRNTACHHGLVADSLQASMEKDATLNVDRKEKCVSLPDCCHGSELRDFPGRPMGHLSKDVDENDSHEGEDQFLSLEASTETLVHVSDEDNNADLCLTDDKQVLNTQGQKTSGQHMIQGAGSLEKALPIIQSNQVSSNSWGIAGETELALVKESGERKVTDSISKSLELCNEISLSEIKDAPKVNAVDTLNVKDIAPEKQLLNSAVIAQQRRKPDPPKDENERSTCNVVQNEFLDTPCTNRGLPLLKTDFGSCLLQPPSCPNGMSAENGLEKSGFS.... Result: 0 (no interaction).